From a dataset of Forward reaction prediction with 1.9M reactions from USPTO patents (1976-2016). Predict the product of the given reaction. (1) Given the reactants [F:1][C:2]1[CH:7]=[CH:6][CH:5]=[C:4]([F:8])[C:3]=1[C:9]1[C:14]([F:15])=[CH:13][CH:12]=[C:11]([CH3:16])[N:10]=1.[O-:17][Mn](=O)(=O)=O.[K+].[OH2:23], predict the reaction product. The product is: [F:1][C:2]1[CH:7]=[CH:6][CH:5]=[C:4]([F:8])[C:3]=1[C:9]1[N:10]=[C:11]([C:16]([OH:17])=[O:23])[CH:12]=[CH:13][C:14]=1[F:15]. (2) Given the reactants Br[C:2]1[CH:3]=[C:4]([CH:8]2[O:12][CH2:11][CH2:10][O:9]2)[CH:5]=[CH:6][CH:7]=1.[CH2:13]([N:20]1[CH2:25][CH2:24][CH:23]([NH2:26])[CH2:22][CH2:21]1)[C:14]1[CH:19]=[CH:18][CH:17]=[CH:16][CH:15]=1.C1C=CC(P(C2C(C3C(P(C4C=CC=CC=4)C4C=CC=CC=4)=CC=C4C=3C=CC=C4)=C3C(C=CC=C3)=CC=2)C2C=CC=CC=2)=CC=1.CC(C)([O-])C.[Na+], predict the reaction product. The product is: [CH2:13]([N:20]1[CH2:25][CH2:24][CH:23]([NH:26][C:2]2[CH:7]=[CH:6][CH:5]=[C:4]([CH:8]3[O:12][CH2:11][CH2:10][O:9]3)[CH:3]=2)[CH2:22][CH2:21]1)[C:14]1[CH:15]=[CH:16][CH:17]=[CH:18][CH:19]=1. (3) Given the reactants [Br:1][C:2]1[CH:3]=[C:4]([N:8]2[C:16]3[C:11](=[CH:12][C:13]([C:17]4[CH:18]=[N:19][N:20]([CH3:22])[CH:21]=4)=[CH:14][CH:15]=3)[C:10]([C:23](O)=[O:24])=[N:9]2)[CH:5]=[CH:6][CH:7]=1.[Cl-].[NH4+:27], predict the reaction product. The product is: [Br:1][C:2]1[CH:3]=[C:4]([N:8]2[C:16]3[C:11](=[CH:12][C:13]([C:17]4[CH:18]=[N:19][N:20]([CH3:22])[CH:21]=4)=[CH:14][CH:15]=3)[C:10]([C:23]([NH2:27])=[O:24])=[N:9]2)[CH:5]=[CH:6][CH:7]=1.